From a dataset of Full USPTO retrosynthesis dataset with 1.9M reactions from patents (1976-2016). Predict the reactants needed to synthesize the given product. (1) The reactants are: Br[C:2]1[CH:7]=[CH:6][C:5]([C:8]2[S:9][CH:10]=[CH:11][C:12]=2[C:13]#[N:14])=[CH:4][CH:3]=1.[B:15]1([B:15]2[O:19][C:18]([CH3:21])([CH3:20])[C:17]([CH3:23])([CH3:22])[O:16]2)[O:19][C:18]([CH3:21])([CH3:20])[C:17]([CH3:23])([CH3:22])[O:16]1.C([O-])(=O)C.[K+]. Given the product [CH3:22][C:17]1([CH3:23])[C:18]([CH3:21])([CH3:20])[O:19][B:15]([C:2]2[CH:7]=[CH:6][C:5]([C:8]3[S:9][CH:10]=[CH:11][C:12]=3[C:13]#[N:14])=[CH:4][CH:3]=2)[O:16]1, predict the reactants needed to synthesize it. (2) Given the product [CH3:10][O:9][C:7](=[O:8])[C:6]1[CH:11]=[C:2]([O:1][C:24]2[CH:25]=[CH:26][C:27]([N+:34]([O-:36])=[O:35])=[C:28]([C:30]([F:31])([F:33])[F:32])[CH:29]=2)[CH:3]=[CH:4][C:5]=1[NH:12][S:13]([C:16]1[CH:21]=[CH:20][C:19]([CH3:22])=[CH:18][CH:17]=1)(=[O:15])=[O:14], predict the reactants needed to synthesize it. The reactants are: [OH:1][C:2]1[CH:3]=[CH:4][C:5]([NH:12][S:13]([C:16]2[CH:21]=[CH:20][C:19]([CH3:22])=[CH:18][CH:17]=2)(=[O:15])=[O:14])=[C:6]([CH:11]=1)[C:7]([O:9][CH3:10])=[O:8].F[C:24]1[CH:25]=[CH:26][C:27]([N+:34]([O-:36])=[O:35])=[C:28]([C:30]([F:33])([F:32])[F:31])[CH:29]=1.C(=O)([O-])[O-].[K+].[K+]. (3) Given the product [NH:20]1[CH:21]=[CH:22][N:23]=[C:19]1[C:8]1[C:9]([C:11]2[CH:16]=[CH:15][C:14]([C:17]#[N:18])=[CH:13][CH:12]=2)=[N:10][C:5]([NH:4][CH2:3][CH2:2][NH:1][C:25]2[CH:30]=[CH:29][C:28]([C:31]([F:34])([F:33])[F:32])=[CH:27][N:26]=2)=[N:6][CH:7]=1, predict the reactants needed to synthesize it. The reactants are: [NH2:1][CH2:2][CH2:3][NH:4][C:5]1[N:10]=[C:9]([C:11]2[CH:16]=[CH:15][C:14]([C:17]#[N:18])=[CH:13][CH:12]=2)[C:8]([C:19]2[NH:20][CH:21]=[CH:22][N:23]=2)=[CH:7][N:6]=1.Cl[C:25]1[CH:30]=[CH:29][C:28]([C:31]([F:34])([F:33])[F:32])=[CH:27][N:26]=1.CCN(C(C)C)C(C)C. (4) Given the product [CH3:9][N:8]([CH3:10])[C:7]1[CH:6]=[N:5][N:4]([CH3:11])[C:3](=[O:12])[C:2]=1[C:16]1[CH:17]=[CH:18][CH:19]=[CH:20][C:15]=1[CH:13]=[O:14], predict the reactants needed to synthesize it. The reactants are: Cl[C:2]1[C:3](=[O:12])[N:4]([CH3:11])[N:5]=[CH:6][C:7]=1[N:8]([CH3:10])[CH3:9].[CH:13]([C:15]1[CH:20]=[CH:19][CH:18]=[CH:17][C:16]=1B(O)O)=[O:14].C([O-])([O-])=O.[Na+].[Na+].C(Cl)(Cl)Cl.CC(C)=O. (5) The reactants are: C([O:3][C:4](=[O:19])[C@@H:5]([O:17][CH3:18])[CH2:6][C:7]1[CH:12]=[CH:11][C:10]([O:13][CH2:14][CH2:15]Br)=[CH:9][CH:8]=1)C.[OH:20][C:21]1[CH:26]=[CH:25][C:24]([NH:27][C:28]([C:30]2[O:31][CH:32]=[CH:33][CH:34]=2)=[O:29])=[CH:23][CH:22]=1. Given the product [O:31]1[CH:32]=[CH:33][CH:34]=[C:30]1[C:28]([NH:27][C:24]1[CH:23]=[CH:22][C:21]([O:20][CH2:15][CH2:14][O:13][C:10]2[CH:9]=[CH:8][C:7]([CH2:6][C@H:5]([O:17][CH3:18])[C:4]([OH:3])=[O:19])=[CH:12][CH:11]=2)=[CH:26][CH:25]=1)=[O:29], predict the reactants needed to synthesize it. (6) Given the product [Cl:1][C:2]1[C:3]([CH2:13][N:14]([CH:40]2[CH2:41][CH2:42]2)[C:15]([CH:17]2[C:22]([C:25]3[CH:30]=[CH:29][C:28]([F:31])=[C:27]([F:32])[CH:26]=3)([O:23][CH3:24])[CH2:21][CH2:20][NH:19][CH2:18]2)=[O:16])=[CH:4][C:5]([CH2:8][CH2:9][CH2:10][O:11][CH3:12])=[N:6][CH:7]=1, predict the reactants needed to synthesize it. The reactants are: [Cl:1][C:2]1[C:3]([CH2:13][N:14]([CH:40]2[CH2:42][CH2:41]2)[C:15]([C@@H:17]2[C@:22]([C:25]3[CH:30]=[CH:29][C:28]([F:31])=[C:27]([F:32])[CH:26]=3)([O:23][CH3:24])[CH2:21][CH2:20][N:19](C(OC(C)(C)C)=O)[CH2:18]2)=[O:16])=[CH:4][C:5]([CH2:8][CH2:9][CH2:10][O:11][CH3:12])=[N:6][CH:7]=1.Cl. (7) Given the product [CH3:1][C:2]1[C:3]([NH2:9])=[N:4][CH:5]=[CH:6][C:7]=1[CH3:8], predict the reactants needed to synthesize it. The reactants are: [CH3:1][C:2]1[C:3]([N:9](C(OC(C)(C)C)=O)C(OC(C)(C)C)=O)=[N:4][CH:5]=[CH:6][C:7]=1[CH3:8].C(O)(C(F)(F)F)=O. (8) Given the product [CH:32]1[C:16]([NH2:15])=[CH:17][CH:18]=[C:19]([O:20][C:21]2[CH:22]=[CH:23][C:24]([NH2:28])=[C:25]([NH2:26])[CH:27]=2)[CH:31]=1, predict the reactants needed to synthesize it. The reactants are: FC1C=CC(C(F)(F)F)=CC=1NC([NH:15][C:16]1[CH:32]=[CH:31][C:19]([O:20][C:21]2[CH:22]=[CH:23][C:24]([N+:28]([O-])=O)=[C:25]([CH:27]=2)[NH2:26])=[CH:18][CH:17]=1)=O.